Dataset: Peptide-MHC class I binding affinity with 185,985 pairs from IEDB/IMGT. Task: Regression. Given a peptide amino acid sequence and an MHC pseudo amino acid sequence, predict their binding affinity value. This is MHC class I binding data. (1) The peptide sequence is RPRGEVRFL. The MHC is HLA-B45:01 with pseudo-sequence HLA-B45:01. The binding affinity (normalized) is 0. (2) The peptide sequence is VHPVHAGPIA. The MHC is HLA-A02:03 with pseudo-sequence HLA-A02:03. The binding affinity (normalized) is 0.